Dataset: NCI-60 drug combinations with 297,098 pairs across 59 cell lines. Task: Regression. Given two drug SMILES strings and cell line genomic features, predict the synergy score measuring deviation from expected non-interaction effect. (1) Drug 1: CN(C)N=NC1=C(NC=N1)C(=O)N. Drug 2: C#CCC(CC1=CN=C2C(=N1)C(=NC(=N2)N)N)C3=CC=C(C=C3)C(=O)NC(CCC(=O)O)C(=O)O. Cell line: DU-145. Synergy scores: CSS=4.81, Synergy_ZIP=-1.39, Synergy_Bliss=-1.12, Synergy_Loewe=-2.99, Synergy_HSA=-2.97. (2) Drug 1: CC12CCC3C(C1CCC2=O)CC(=C)C4=CC(=O)C=CC34C. Drug 2: CC1C(C(=O)NC(C(=O)N2CCCC2C(=O)N(CC(=O)N(C(C(=O)O1)C(C)C)C)C)C(C)C)NC(=O)C3=C4C(=C(C=C3)C)OC5=C(C(=O)C(=C(C5=N4)C(=O)NC6C(OC(=O)C(N(C(=O)CN(C(=O)C7CCCN7C(=O)C(NC6=O)C(C)C)C)C)C(C)C)C)N)C. Synergy scores: CSS=26.5, Synergy_ZIP=3.07, Synergy_Bliss=7.40, Synergy_Loewe=6.96, Synergy_HSA=6.92. Cell line: IGROV1. (3) Drug 1: COC1=CC(=CC(=C1O)OC)C2C3C(COC3=O)C(C4=CC5=C(C=C24)OCO5)OC6C(C(C7C(O6)COC(O7)C8=CC=CS8)O)O. Drug 2: CC(C)CN1C=NC2=C1C3=CC=CC=C3N=C2N. Cell line: PC-3. Synergy scores: CSS=13.3, Synergy_ZIP=-5.42, Synergy_Bliss=-3.86, Synergy_Loewe=-9.17, Synergy_HSA=-3.64. (4) Drug 1: CCC1(CC2CC(C3=C(CCN(C2)C1)C4=CC=CC=C4N3)(C5=C(C=C6C(=C5)C78CCN9C7C(C=CC9)(C(C(C8N6C=O)(C(=O)OC)O)OC(=O)C)CC)OC)C(=O)OC)O.OS(=O)(=O)O. Drug 2: CC1CCC2CC(C(=CC=CC=CC(CC(C(=O)C(C(C(=CC(C(=O)CC(OC(=O)C3CCCCN3C(=O)C(=O)C1(O2)O)C(C)CC4CCC(C(C4)OC)O)C)C)O)OC)C)C)C)OC. Cell line: HS 578T. Synergy scores: CSS=23.4, Synergy_ZIP=3.14, Synergy_Bliss=4.72, Synergy_Loewe=-6.89, Synergy_HSA=4.92.